Task: Predict the product of the given reaction.. Dataset: Forward reaction prediction with 1.9M reactions from USPTO patents (1976-2016) (1) The product is: [O:43]=[C:39]1[NH:40][CH:41]=[CH:42][N:38]1[CH:35]1[CH2:34][CH2:33][N:32]([C:45]([NH:1][C@@H:2]2[N:8]=[C:7]([C:9]3[CH:10]=[CH:11][CH:12]=[CH:13][CH:14]=3)[C:6]3[CH:15]=[CH:16][CH:17]=[CH:18][C:5]=3[N:4]([CH2:19][C:20]([F:21])([F:23])[F:22])[C:3]2=[O:24])=[O:44])[CH2:37][CH2:36]1. Given the reactants [NH2:1][C@@H:2]1[N:8]=[C:7]([C:9]2[CH:14]=[CH:13][CH:12]=[CH:11][CH:10]=2)[C:6]2[CH:15]=[CH:16][CH:17]=[CH:18][C:5]=2[N:4]([CH2:19][C:20]([F:23])([F:22])[F:21])[C:3]1=[O:24].C(N(CC)CC)C.[NH:32]1[CH2:37][CH2:36][CH:35]([N:38]2[CH:42]=[CH:41][NH:40][C:39]2=[O:43])[CH2:34][CH2:33]1.[O:44]1CCC[CH2:45]1, predict the reaction product. (2) Given the reactants [CH3:1][N:2]([CH3:21])[C:3]([CH:5]1[CH2:10][C:9](=[O:11])[C:8]([N:12]=NC2C=CC=CC=2)=[C:7]([OH:20])[CH2:6]1)=[O:4].[C:22](OC(=O)C)(=[O:24])[CH3:23].C(O)(=O)C, predict the reaction product. The product is: [CH3:21][N:2]([CH3:1])[C:3]([CH:5]1[CH2:10][C:9](=[O:11])[C:8]([NH:12][C:22](=[O:24])[CH3:23])=[C:7]([OH:20])[CH2:6]1)=[O:4]. (3) Given the reactants [CH2:1]([N:8]1[CH2:12][C@H:11]([CH2:13][C:14]2[CH:19]=[CH:18][CH:17]=[CH:16][CH:15]=2)[C@@H:10]([CH2:20][NH:21][C:22]2[CH:27]=[CH:26][CH:25]=[CH:24][CH:23]=2)[CH2:9]1)[C:2]1[CH:7]=[CH:6][CH:5]=[CH:4][CH:3]=1.[C:28]1([CH2:34][C:35](Cl)=[O:36])[CH:33]=[CH:32][CH:31]=[CH:30][CH:29]=1.C(N(CC)CC)C.C([O-])(O)=O.[Na+], predict the reaction product. The product is: [CH2:1]([N:8]1[CH2:12][C@H:11]([CH2:13][C:14]2[CH:15]=[CH:16][CH:17]=[CH:18][CH:19]=2)[C@@H:10]([CH2:20][N:21]([C:22]2[CH:27]=[CH:26][CH:25]=[CH:24][CH:23]=2)[C:35](=[O:36])[CH2:34][C:28]2[CH:33]=[CH:32][CH:31]=[CH:30][CH:29]=2)[CH2:9]1)[C:2]1[CH:3]=[CH:4][CH:5]=[CH:6][CH:7]=1. (4) Given the reactants [C:1]1(=[O:7])[NH:5][C:4](=[O:6])[CH2:3][CH2:2]1.CCN(C(C)C)C(C)C.Br[CH2:18][C:19]1[CH:28]=[C:27]2[C:22]([C:23]([Cl:31])=[CH:24][C:25]([C:29]#[N:30])=[N:26]2)=[CH:21][CH:20]=1, predict the reaction product. The product is: [Cl:31][C:23]1[C:22]2[C:27](=[CH:28][C:19]([CH2:18][N:5]3[C:4](=[O:6])[CH2:3][CH2:2][C:1]3=[O:7])=[CH:20][CH:21]=2)[N:26]=[C:25]([C:29]#[N:30])[CH:24]=1. (5) The product is: [F:13][C:14]1[CH:19]=[CH:18][C:17]([N:20]2[C:3](=[O:5])[CH2:2][NH:1][C:21]2=[S:22])=[CH:16][CH:15]=1. Given the reactants [NH2:1][CH2:2][C:3]([OH:5])=O.C(N(CC)CC)C.[F:13][C:14]1[CH:19]=[CH:18][C:17]([N:20]=[C:21]=[S:22])=[CH:16][CH:15]=1.CCOC(C)=O.CCCCCC, predict the reaction product. (6) Given the reactants CN(CC1N(C2CCNCC2)C2C=CC=CC=2N=1)C1C2N=CC=CC=2CCC1.[CH3:29][N:30]([CH2:41][C:42]1[N:46]([CH2:47][CH:48]2C[CH2:52][CH2:51][N:50]([CH3:54])[CH2:49]2)[C:45]2[CH:55]=[CH:56][CH:57]=[CH:58][C:44]=2[N:43]=1)[CH:31]1[C:40]2[N:39]=[CH:38][CH:37]=[CH:36][C:35]=2[CH2:34][CH2:33][CH2:32]1, predict the reaction product. The product is: [CH3:29][N:30]([CH2:41][C:42]1[N:46]([CH:47]2[CH2:52][CH2:51][N:50]([CH3:54])[CH2:49][CH2:48]2)[C:45]2[CH:55]=[CH:56][CH:57]=[CH:58][C:44]=2[N:43]=1)[CH:31]1[C:40]2[N:39]=[CH:38][CH:37]=[CH:36][C:35]=2[CH2:34][CH2:33][CH2:32]1. (7) Given the reactants [Cl:1][C:2]1[C:10]([I:11])=[CH:9][C:5]([C:6]([OH:8])=[O:7])=[C:4]([CH3:12])[CH:3]=1.S(=O)(=O)(O)O.[CH3:18]O, predict the reaction product. The product is: [Cl:1][C:2]1[C:10]([I:11])=[CH:9][C:5]([C:6]([O:8][CH3:18])=[O:7])=[C:4]([CH3:12])[CH:3]=1. (8) Given the reactants [CH3:1][N:2]([CH2:4][C:5]1[CH:22]=[CH:21][C:8]([O:9][CH:10]2[CH2:13][N:12](C(OC(C)(C)C)=O)[CH2:11]2)=[CH:7][C:6]=1C)[CH3:3].N1CC(OC2C=CC(CN(C)C)=C(C)C=2)[CH2:25]1.N1CCC1.OC1C=CC(C=O)=CC=1, predict the reaction product. The product is: [NH:12]1[CH2:13][CH:10]([O:9][C:8]2[CH:21]=[CH:22][C:5]([CH2:4][N:2]3[CH2:3][CH2:25][CH2:1]3)=[CH:6][CH:7]=2)[CH2:11]1.